This data is from Reaction yield outcomes from USPTO patents with 853,638 reactions. The task is: Predict the reaction yield, written as a fraction of the theoretical maximum amount of product (1.0 means a 100% yield; for example, 0.34 means a 34% yield). (1) The reactants are [OH-].[Na+].[Si]([O:10][CH:11]1[CH2:16][CH2:15][N:14]([C:17]2[CH:18]=[CH:19][C:20]([C:38]([F:41])([F:40])[F:39])=[C:21]([CH:37]=2)[C:22]([NH:24][C:25]2[C:34]([CH3:35])=[CH:33][C:28]([C:29]([O:31]C)=[O:30])=[CH:27][C:26]=2[CH3:36])=[O:23])[CH2:13][CH2:12]1)(C(C)(C)C)(C)C.CO. The catalyst is C1COCC1. The product is [OH:10][CH:11]1[CH2:12][CH2:13][N:14]([C:17]2[CH:18]=[CH:19][C:20]([C:38]([F:41])([F:39])[F:40])=[C:21]([CH:37]=2)[C:22]([NH:24][C:25]2[C:26]([CH3:36])=[CH:27][C:28]([C:29]([OH:31])=[O:30])=[CH:33][C:34]=2[CH3:35])=[O:23])[CH2:15][CH2:16]1. The yield is 0.600. (2) The reactants are P(Cl)(Cl)([Cl:3])=O.[CH2:6]([N:13]1[CH2:19][CH2:18][C:17]2[C:20](=O)[NH:21][C:22]([CH2:24][C:25]3[CH:30]=[CH:29][CH:28]=[C:27]([Cl:31])[CH:26]=3)=[N:23][C:16]=2[CH2:15][CH2:14]1)[C:7]1[CH:12]=[CH:11][CH:10]=[CH:9][CH:8]=1. The catalyst is [Cl-].C([N+](CC)(CC)CC)C.C(#N)CC. The product is [CH2:6]([N:13]1[CH2:19][CH2:18][C:17]2[C:20]([Cl:3])=[N:21][C:22]([CH2:24][C:25]3[CH:30]=[CH:29][CH:28]=[C:27]([Cl:31])[CH:26]=3)=[N:23][C:16]=2[CH2:15][CH2:14]1)[C:7]1[CH:12]=[CH:11][CH:10]=[CH:9][CH:8]=1. The yield is 0.877. (3) The reactants are Br[C:2]1[C:11]2[C:6](=[CH:7][CH:8]=[C:9]([O:12][CH3:13])[CH:10]=2)[C:5](=[O:14])[NH:4][CH:3]=1.[N:15]1([C:21]([O:23][C:24]([CH3:27])([CH3:26])[CH3:25])=[O:22])[CH2:20][CH2:19][NH:18][CH2:17][CH2:16]1.CCN(C(C)C)C(C)C. The catalyst is C(O)CO.O. The product is [OH:14][C:5]1[C:6]2[C:11](=[CH:10][C:9]([O:12][CH3:13])=[CH:8][CH:7]=2)[C:2]([N:18]2[CH2:17][CH2:16][N:15]([C:21]([O:23][C:24]([CH3:27])([CH3:26])[CH3:25])=[O:22])[CH2:20][CH2:19]2)=[CH:3][N:4]=1. The yield is 0.294.